From a dataset of Full USPTO retrosynthesis dataset with 1.9M reactions from patents (1976-2016). Predict the reactants needed to synthesize the given product. (1) Given the product [C:1]([O:5][C:6](=[O:22])[NH:7][C:8]([CH3:21])([CH3:20])[CH2:9][C:10]1[C:18]2[C:13](=[C:14]([O:19][C:26]3[C:27]([C:28]#[N:29])=[CH:30][CH:31]=[CH:32][N:33]=3)[CH:15]=[CH:16][CH:17]=2)[NH:12][CH:11]=1)([CH3:4])([CH3:2])[CH3:3], predict the reactants needed to synthesize it. The reactants are: [C:1]([O:5][C:6](=[O:22])[NH:7][C:8]([CH3:21])([CH3:20])[CH2:9][C:10]1[C:18]2[C:13](=[C:14]([OH:19])[CH:15]=[CH:16][CH:17]=2)[NH:12][CH:11]=1)([CH3:4])([CH3:3])[CH3:2].[H-].[Na+].Cl[C:26]1[N:33]=[CH:32][CH:31]=[CH:30][C:27]=1[C:28]#[N:29].O. (2) Given the product [NH2:7][C:8]([CH3:38])([CH2:35][CH2:36][CH3:37])[CH2:9][NH:10][C:11]([C:13]1[C:14]([CH3:34])=[N:15][N:16]2[C:21]([O:22][CH2:23][C:24]3[C:25]([F:31])=[CH:26][CH:27]=[CH:28][C:29]=3[F:30])=[CH:20][C:19]([O:32][CH3:33])=[CH:18][C:17]=12)=[O:12], predict the reactants needed to synthesize it. The reactants are: C(OC(=O)[NH:7][C:8]([CH3:38])([CH2:35][CH2:36][CH3:37])[CH2:9][NH:10][C:11]([C:13]1[C:14]([CH3:34])=[N:15][N:16]2[C:21]([O:22][CH2:23][C:24]3[C:29]([F:30])=[CH:28][CH:27]=[CH:26][C:25]=3[F:31])=[CH:20][C:19]([O:32][CH3:33])=[CH:18][C:17]=12)=[O:12])(C)(C)C.FC(F)(F)C(O)=O. (3) Given the product [Cl:1][C:2]1[CH:7]=[CH:6][N:5]=[C:4]([C:8](=[O:9])[CH3:14])[CH:3]=1, predict the reactants needed to synthesize it. The reactants are: [Cl:1][C:2]1[CH:7]=[CH:6][N:5]=[C:4]([C:8](N(OC)C)=[O:9])[CH:3]=1.[CH3:14][Mg+].[Br-]. (4) Given the product [CH2:15]([O:14][C:12]([C:11](=[CH:7][C:6]1[C:2]([CH3:1])=[N:3][NH:4][CH:5]=1)[CH2:10][C:9]([OH:18])=[O:17])=[O:13])[CH3:16], predict the reactants needed to synthesize it. The reactants are: [CH3:1][C:2]1[C:6]([CH:7]=O)=[CH:5][NH:4][N:3]=1.[C:9]([O:18]CC)(=[O:17])[CH2:10][CH2:11][C:12]([O:14][CH2:15][CH3:16])=[O:13].CC([O-])(C)C.[K+]. (5) Given the product [C:38]1([C:26]2([C:20]3[CH:25]=[CH:24][CH:23]=[CH:22][CH:21]=3)[CH2:34][C:33]3[NH:32][N:31]=[C:30]([C:35]#[N:37])[C:29]=3[CH:28]=[CH:27]2)[CH:39]=[CH:40][CH:41]=[CH:42][CH:43]=1, predict the reactants needed to synthesize it. The reactants are: N1C=CC=CC=1.FC(F)(F)C(OC(=O)C(F)(F)F)=O.[C:20]1([C:26]2([C:38]3[CH:43]=[CH:42][CH:41]=[CH:40][CH:39]=3)[CH2:34][C:33]3[NH:32][N:31]=[C:30]([C:35]([NH2:37])=O)[C:29]=3[CH:28]=[CH:27]2)[CH:25]=[CH:24][CH:23]=[CH:22][CH:21]=1. (6) Given the product [Cl:1][C:2]1[C:6]([NH:7][C:8](=[S:30])[CH:9]([S:11][CH2:12][CH3:13])[CH3:10])=[CH:5][N:4]([C:15]2[CH:16]=[N:17][CH:18]=[CH:19][CH:20]=2)[N:3]=1, predict the reactants needed to synthesize it. The reactants are: [Cl:1][C:2]1[C:6]([NH:7][C:8](=O)[CH:9]([S:11][CH2:12][CH3:13])[CH3:10])=[CH:5][N:4]([C:15]2[CH:16]=[N:17][CH:18]=[CH:19][CH:20]=2)[N:3]=1.COC1C=CC(P2(SP(C3C=CC(OC)=CC=3)(=S)S2)=[S:30])=CC=1.C(=O)([O-])O.[Na+]. (7) Given the product [Br:28][C:16]1[NH:15][C:14]2[C:13](=[O:25])[N:12]3[C:8]([CH2:7][C:6]4[CH:5]=[CH:4][C:3]([O:2][CH3:1])=[CH:27][CH:26]=4)=[N:9][N:10]=[C:11]3[N:19]([CH2:20][CH2:21][CH2:22][CH2:23][CH3:24])[C:18]=2[N:17]=1, predict the reactants needed to synthesize it. The reactants are: [CH3:1][O:2][C:3]1[CH:27]=[CH:26][C:6]([CH2:7][C:8]2[N:12]3[C:13](=[O:25])[C:14]4[NH:15][CH:16]=[N:17][C:18]=4[N:19]([CH2:20][CH2:21][CH2:22][CH2:23][CH3:24])[C:11]3=[N:10][N:9]=2)=[CH:5][CH:4]=1.[Br:28]N1C(=O)CCC1=O. (8) The reactants are: [CH:1]([O:4][C:5]1[CH:11]=[CH:10][C:8]([NH2:9])=[CH:7][CH:6]=1)([CH3:3])[CH3:2].[Br:12]Br. Given the product [Br:12][C:10]1[CH:11]=[C:5]([O:4][CH:1]([CH3:3])[CH3:2])[CH:6]=[CH:7][C:8]=1[NH2:9], predict the reactants needed to synthesize it. (9) Given the product [NH:29]1[C:30]2[C:26](=[CH:25][CH:24]=[C:23]([NH:22][C:19](=[O:20])/[CH:18]=[CH:17]/[C:8]3[CH:9]=[CH:10][C:11]([C:13]([F:14])([F:15])[F:16])=[CH:12][C:7]=3[C:3]3[CH:2]=[N:1][CH:6]=[CH:5][CH:4]=3)[CH:31]=2)[CH:27]=[CH:28]1, predict the reactants needed to synthesize it. The reactants are: [N:1]1[CH:6]=[CH:5][CH:4]=[C:3]([C:7]2[CH:12]=[C:11]([C:13]([F:16])([F:15])[F:14])[CH:10]=[CH:9][C:8]=2/[CH:17]=[CH:18]/[C:19](O)=[O:20])[CH:2]=1.[NH2:22][C:23]1[CH:31]=[C:30]2[C:26]([CH:27]=[CH:28][NH:29]2)=[CH:25][CH:24]=1. (10) Given the product [F:1][C:2]1[CH:3]=[C:4]([CH2:9][C:10]([NH:12][CH:13]([O:18][CH3:19])[C:14]([OH:16])=[O:15])=[O:11])[CH:5]=[C:6]([F:8])[CH:7]=1, predict the reactants needed to synthesize it. The reactants are: [F:1][C:2]1[CH:3]=[C:4]([CH2:9][C:10]([NH:12][CH:13]([O:18][CH3:19])[C:14]([O:16]C)=[O:15])=[O:11])[CH:5]=[C:6]([F:8])[CH:7]=1.[OH-].[Na+].